This data is from Forward reaction prediction with 1.9M reactions from USPTO patents (1976-2016). The task is: Predict the product of the given reaction. (1) Given the reactants [NH2:1][CH2:2][C:3]1[CH:4]=[C:5]([NH:9][C:10]2[N:15]=[C:14]([NH:16][C:17]3[CH:26]=[CH:25][CH:24]=[CH:23][C:18]=3[C:19]([NH:21][CH3:22])=[O:20])[C:13]([Cl:27])=[CH:12][N:11]=2)[CH:6]=[CH:7][CH:8]=1.CCN(C(C)C)C(C)C.[C:37](Cl)(=[O:40])[CH:38]=[CH2:39], predict the reaction product. The product is: [C:37]([NH:1][CH2:2][C:3]1[CH:4]=[C:5]([NH:9][C:10]2[N:15]=[C:14]([NH:16][C:17]3[CH:26]=[CH:25][CH:24]=[CH:23][C:18]=3[C:19]([NH:21][CH3:22])=[O:20])[C:13]([Cl:27])=[CH:12][N:11]=2)[CH:6]=[CH:7][CH:8]=1)(=[O:40])[CH:38]=[CH2:39]. (2) Given the reactants Br[C:2]1[CH:3]=[C:4]2[C:9](=[CH:10][C:11]=1[CH3:12])[N:8]([CH:13]([CH3:15])[CH3:14])[CH2:7][CH2:6][CH2:5]2.[C:16](=[O:19])([O-])[O-].[K+].[K+].CO[CH2:24][CH2:25][O:26][CH3:27], predict the reaction product. The product is: [CH:13]([N:8]1[C:9]2[C:4](=[CH:3][C:2]([C:3]3[CH:2]=[C:11]([CH:10]=[CH:24][C:25]=3[O:26][CH3:27])[CH:16]=[O:19])=[C:11]([CH3:12])[CH:10]=2)[CH2:5][CH2:6][CH2:7]1)([CH3:15])[CH3:14]. (3) Given the reactants [F:1][C:2]1[CH:23]=[CH:22][C:5]2[NH:6][C:7]([CH:9]3[O:14][CH2:13][CH2:12][N:11](CC4C=CC=CC=4)[CH2:10]3)=[N:8][C:4]=2[CH:3]=1.Cl.C(Cl)Cl, predict the reaction product. The product is: [F:1][C:2]1[CH:23]=[CH:22][C:5]2[NH:6][C:7]([CH:9]3[O:14][CH2:13][CH2:12][NH:11][CH2:10]3)=[N:8][C:4]=2[CH:3]=1. (4) Given the reactants [H-].[Na+].[Cl:3][C:4]1[CH:5]=[C:6]2[C:14](=[CH:15][CH:16]=1)[O:13][C:9]1([CH2:12][CH2:11][CH2:10]1)[CH2:8][C:7]2=O.[OH2:18], predict the reaction product. The product is: [Cl:3][C:4]1[CH:5]=[C:6]2[C:14](=[CH:15][CH:16]=1)[O:13][C:9]1([CH2:12][CH2:11][CH2:10]1)[CH2:8]/[C:7]/2=[CH:8]\[C:9]([O:13][CH2:14][CH3:6])=[O:18].